From a dataset of Reaction yield outcomes from USPTO patents with 853,638 reactions. Predict the reaction yield, written as a fraction of the theoretical maximum amount of product (1.0 means a 100% yield; for example, 0.34 means a 34% yield). (1) The reactants are Br[C:2]1[CH:7]=[CH:6][C:5]([CH2:8][O:9][Si:10]([C:13]([CH3:16])([CH3:15])[CH3:14])([CH3:12])[CH3:11])=[CH:4][N:3]=1.[O:17]1CCC[CH2:18]1.C([Li])CCC.CN(C)C=O. The catalyst is C(OCC)C. The product is [Si:10]([O:9][CH2:8][C:5]1[CH:6]=[CH:7][C:2]([CH2:18][OH:17])=[N:3][CH:4]=1)([C:13]([CH3:16])([CH3:15])[CH3:14])([CH3:12])[CH3:11]. The yield is 0.640. (2) The reactants are C[O:2][C:3]([C@@H:5]1[CH2:9][CH2:8][CH2:7][N:6]1[C:10](=[O:20])/[CH:11]=[CH:12]/[CH2:13][CH2:14][CH2:15][CH2:16][CH2:17][CH2:18][CH3:19])=[O:4].[OH-].[Na+]. The catalyst is CO. The product is [C:10]([N:6]1[CH2:7][CH2:8][CH2:9][C@H:5]1[C:3]([OH:4])=[O:2])(=[O:20])/[CH:11]=[CH:12]/[CH2:13][CH2:14][CH2:15][CH2:16][CH2:17][CH2:18][CH3:19]. The yield is 0.900. (3) The reactants are [Cl:1][C:2]1[CH:7]=[CH:6][CH:5]=[C:4]([Cl:8])[C:3]=1[C:9]1[C:13]([CH2:14][O:15][C:16]2[CH:21]=[CH:20][C:19]([C:22]3[CH:34]=[CH:33][C:25]4[C:26]([C:29]([O:31]C)=[O:30])=[CH:27][S:28][C:24]=4[CH:23]=3)=[CH:18][CH:17]=2)=[C:12]([CH:35]([CH3:37])[CH3:36])[O:11][N:10]=1.[OH-].[Li+].CO. The catalyst is O1CCOCC1.ClCCl. The product is [Cl:8][C:4]1[CH:5]=[CH:6][CH:7]=[C:2]([Cl:1])[C:3]=1[C:9]1[C:13]([CH2:14][O:15][C:16]2[CH:21]=[CH:20][C:19]([C:22]3[CH:34]=[CH:33][C:25]4[C:26]([C:29]([OH:31])=[O:30])=[CH:27][S:28][C:24]=4[CH:23]=3)=[CH:18][CH:17]=2)=[C:12]([CH:35]([CH3:37])[CH3:36])[O:11][N:10]=1. The yield is 0.690. (4) The reactants are [CH3:1][C:2]1[C:6]([CH2:7][CH2:8][C:9](OCC)=[O:10])=[CH:5][N:4]([C:14]2[CH:19]=[CH:18][C:17]([C:20]([F:23])([F:22])[F:21])=[CH:16][N:15]=2)[N:3]=1.[H-].C([Al+]CC(C)C)C(C)C.Cl. The catalyst is O1CCCC1.CCCCCC. The product is [CH3:1][C:2]1[C:6]([CH2:7][CH2:8][CH2:9][OH:10])=[CH:5][N:4]([C:14]2[CH:19]=[CH:18][C:17]([C:20]([F:22])([F:23])[F:21])=[CH:16][N:15]=2)[N:3]=1. The yield is 0.920. (5) The reactants are C(OC([N:11]1[CH2:15][CH:14]2[CH2:16][CH:17]([CH2:19][O:20][C:21]3[CH:30]=[C:29]4[C:24]([C:25]([O:31][C:32]5[CH:37]=[CH:36][C:35]([NH:38][C:39]([NH:41][C:42](=[O:50])[CH2:43][C:44]6[CH:49]=[CH:48][CH:47]=[CH:46][CH:45]=6)=[S:40])=[CH:34][C:33]=5[F:51])=[N:26][CH:27]=[N:28]4)=[CH:23][C:22]=3[O:52][CH3:53])[CH2:18][CH:13]2[CH2:12]1)=O)C1C=CC=CC=1.[BrH:54]. The catalyst is CC(O)=O.CCOCC. The product is [BrH:54].[BrH:54].[F:51][C:33]1[CH:34]=[C:35]([NH:38][C:39]([NH:41][C:42](=[O:50])[CH2:43][C:44]2[CH:45]=[CH:46][CH:47]=[CH:48][CH:49]=2)=[S:40])[CH:36]=[CH:37][C:32]=1[O:31][C:25]1[C:24]2[C:29](=[CH:30][C:21]([O:20][CH2:19][CH:17]3[CH2:18][CH:13]4[CH2:12][NH:11][CH2:15][CH:14]4[CH2:16]3)=[C:22]([O:52][CH3:53])[CH:23]=2)[N:28]=[CH:27][N:26]=1. The yield is 1.00. (6) The reactants are [F:1][C:2]1[CH:18]=[CH:17][CH:16]=[C:15]([C:19](F)(F)F)[C:3]=1[CH2:4][N:5]1[C:10]([CH3:11])=[C:9](I)[C:8](=[O:13])[NH:7][C:6]1=[O:14].[Cl:23][C:24]1[C:29]([O:30][CH3:31])=[CH:28][CH:27]=[CH:26][C:25]=1B1OC(C)(C)C(C)(C)O1.[OH-].[Na+].C(O)(=O)C. The catalyst is O.C1C=CC(/C=C/C(/C=C/C2C=CC=CC=2)=O)=CC=1.C1C=CC(/C=C/C(/C=C/C2C=CC=CC=2)=O)=CC=1.C1C=CC(/C=C/C(/C=C/C2C=CC=CC=2)=O)=CC=1.[Pd].[Pd]. The product is [Cl:23][C:24]1[C:29]([O:30][CH3:31])=[CH:28][CH:27]=[CH:26][C:25]=1[C:9]1[C:8](=[O:13])[NH:7][C:6](=[O:14])[N:5]([CH2:4][C:3]2[C:15]([CH3:19])=[CH:16][CH:17]=[CH:18][C:2]=2[F:1])[C:10]=1[CH3:11]. The yield is 0.700.